The task is: Predict the product of the given reaction.. This data is from Forward reaction prediction with 1.9M reactions from USPTO patents (1976-2016). (1) Given the reactants Cl[C:2]1[N:7]=[CH:6][C:5]2[O:8][C:9]3[C:14]([C@@:15]4([CH2:19][O:18][C:17]([NH2:20])=[N:16]4)[C:4]=2[CH:3]=1)=[CH:13][C:12]([C:21]1[CH:22]=[N:23][CH:24]=[C:25]([F:27])[CH:26]=1)=[CH:11][CH:10]=3.[CH3:28][C:29]1([CH3:44])[O:34][CH2:33][CH2:32][C:31](B2OC(C)(C)C(C)(C)O2)=[CH:30]1.O1CCOCC1, predict the reaction product. The product is: [CH3:28][C:29]1([CH3:44])[O:34][CH2:33][CH2:32][C:31]([C:2]2[N:7]=[CH:6][C:5]3[O:8][C:9]4[C:14]([C@@:15]5([CH2:19][O:18][C:17]([NH2:20])=[N:16]5)[C:4]=3[CH:3]=2)=[CH:13][C:12]([C:21]2[CH:22]=[N:23][CH:24]=[C:25]([F:27])[CH:26]=2)=[CH:11][CH:10]=4)=[CH:30]1. (2) Given the reactants [F:1][C:2]1[C:10]([OH:11])=[CH:9][CH:8]=[C:7]2[C:3]=1[CH:4]=[C:5]([CH3:12])[NH:6]2.Cl[C:14]1[C:23]2[C:18](=[CH:19][C:20]([O:26][CH2:27][CH2:28][CH2:29][N:30]3[CH2:35][CH2:34][S:33](=[O:37])(=[O:36])[CH2:32][CH2:31]3)=[C:21]([C:24]#[N:25])[CH:22]=2)[N:17]=[CH:16][CH:15]=1, predict the reaction product. The product is: [C:24]([C:21]1[CH:22]=[C:23]2[C:18](=[CH:19][C:20]=1[O:26][CH2:27][CH2:28][CH2:29][N:30]1[CH2:31][CH2:32][S:33](=[O:36])(=[O:37])[CH2:34][CH2:35]1)[N:17]=[CH:16][CH:15]=[C:14]2[O:11][C:10]1[C:2]([F:1])=[C:3]2[C:7](=[CH:8][CH:9]=1)[NH:6][C:5]([CH3:12])=[CH:4]2)#[N:25]. (3) Given the reactants Cl.[NH2:2][C@@H:3]1[C:17](=[O:18])[N:16]2[CH2:19][C@H:20]([O:22][C:23]3[C:32]4[C:27](=[C:28]([Cl:35])[C:29]([O:33][CH3:34])=[CH:30][CH:31]=4)[N:26]=[C:25]([C:36]4[S:37][CH:38]=[C:39]([CH:41]5[CH2:43][CH2:42]5)[N:40]=4)[CH:24]=3)[CH2:21][C@H:15]2[C:14](=[O:44])[NH:13][C@:12]2([C:46]([NH:48][S:49]([CH:52]3[CH2:54][CH2:53]3)(=[O:51])=[O:50])=[O:47])[CH2:45][C@H:11]2[CH:10]=[CH:9][CH2:8][CH2:7][CH2:6][CH2:5][CH2:4]1.[CH2:55]([N:57]([CH2:61][CH3:62])[C:58](Cl)=[O:59])[CH3:56], predict the reaction product. The product is: [Cl:35][C:28]1[C:29]([O:33][CH3:34])=[CH:30][CH:31]=[C:32]2[C:27]=1[N:26]=[C:25]([C:36]1[S:37][CH:38]=[C:39]([CH:41]3[CH2:43][CH2:42]3)[N:40]=1)[CH:24]=[C:23]2[O:22][C@H:20]1[CH2:19][N:16]2[C:17](=[O:18])[C@@H:3]([NH:2][C:58]([N:57]([CH2:61][CH3:62])[CH2:55][CH3:56])=[O:59])[CH2:4][CH2:5][CH2:6][CH2:7][CH2:8][CH:9]=[CH:10][C@@H:11]3[CH2:45][C@@:12]3([C:46]([NH:48][S:49]([CH:52]3[CH2:53][CH2:54]3)(=[O:50])=[O:51])=[O:47])[NH:13][C:14](=[O:44])[C@@H:15]2[CH2:21]1. (4) Given the reactants [F:1][C@@H:2]1[CH2:6][N:5](CC2C=CC=C(C(F)(F)F)C=2)[C@@H:4]([C:18]([NH:20][C@H:21]([C:23]2[CH:31]=[CH:30][C:26]([C:27]([O-:29])=[O:28])=[CH:25][CH:24]=2)[CH3:22])=[O:19])[CH2:3]1.[Li+], predict the reaction product. The product is: [F:1][C@@H:2]1[CH2:6][NH:5][C@@H:4]([C:18]([NH:20][C@H:21]([C:23]2[CH:31]=[CH:30][C:26]([C:27]([OH:29])=[O:28])=[CH:25][CH:24]=2)[CH3:22])=[O:19])[CH2:3]1. (5) Given the reactants [O:1]=[C:2]1[C:7]([CH2:8][C:9]2[CH:14]=[CH:13][C:12]([C:15]3[C:16]([C:21]#[N:22])=[CH:17][CH:18]=[CH:19][CH:20]=3)=[CH:11][CH:10]=2)=[C:6]([CH2:23][CH2:24][CH3:25])[N:5]2[N:26]=[CH:27][N:28]=[C:4]2[N:3]1[CH:29]1[CH2:34][CH2:33][C:32](=[O:35])[CH2:31][CH2:30]1.[CH2:36]=[C:37]([CH2:40]O)[CH2:38][OH:39].CC1C=CC(S(O)(=O)=O)=CC=1, predict the reaction product. The product is: [CH2:36]=[C:37]1[CH2:38][O:39][C:32]2([CH2:31][CH2:30][CH:29]([N:3]3[C:2](=[O:1])[C:7]([CH2:8][C:9]4[CH:10]=[CH:11][C:12]([C:15]5[C:16]([C:21]#[N:22])=[CH:17][CH:18]=[CH:19][CH:20]=5)=[CH:13][CH:14]=4)=[C:6]([CH2:23][CH2:24][CH3:25])[N:5]4[N:26]=[CH:27][N:28]=[C:4]34)[CH2:34][CH2:33]2)[O:35][CH2:40]1. (6) Given the reactants [NH2:1][C:2]1[C:7]([F:8])=[C:6]([C:9]2[CH:14]=[CH:13][C:12]([Cl:15])=[CH:11][CH:10]=2)[N:5]=[C:4]([CH:16]=[O:17])[C:3]=1[Cl:18].Cl([O-])=[O:20].[Na+].CC(=CC)C.P([O-])([O-])(O)=O.[Na+].[Na+].Cl, predict the reaction product. The product is: [NH2:1][C:2]1[C:7]([F:8])=[C:6]([C:9]2[CH:10]=[CH:11][C:12]([Cl:15])=[CH:13][CH:14]=2)[N:5]=[C:4]([C:16]([OH:20])=[O:17])[C:3]=1[Cl:18]. (7) Given the reactants Br[C:2]1[CH:9]=[CH:8][C:5]([C:6]#[N:7])=[CH:4][CH:3]=1.[CH:10]([C:13]1[CH:14]=[C:15]([OH:19])[CH:16]=[CH:17][CH:18]=1)([CH3:12])[CH3:11], predict the reaction product. The product is: [CH:10]([C:13]1[CH:14]=[C:15]([CH:16]=[CH:17][CH:18]=1)[O:19][C:2]1[CH:9]=[CH:8][C:5]([C:6]#[N:7])=[CH:4][CH:3]=1)([CH3:12])[CH3:11]. (8) Given the reactants [CH3:1][O:2][C:3]1[CH:4]=[C:5]2[C:9](=[CH:10][CH:11]=1)[CH:8]([C:12]([F:15])([F:14])[F:13])[O:7][CH2:6]2.[CH3:16][O:17]C(Cl)Cl, predict the reaction product. The product is: [CH3:1][O:2][C:3]1[CH:4]=[C:5]2[C:9]([CH:8]([C:12]([F:15])([F:13])[F:14])[O:7][CH2:6]2)=[CH:10][C:11]=1[CH:16]=[O:17]. (9) Given the reactants [F:1][C:2]([F:22])([F:21])[C:3]([N:5]1[CH2:15][CH:14]2[CH2:16][CH2:17][CH:7]([C:8]3[C:13]2=[CH:12][C:11]([N+:18]([O-])=O)=[CH:10][CH:9]=3)[CH2:6]1)=[O:4], predict the reaction product. The product is: [NH2:18][C:11]1[CH:12]=[C:13]2[C:8](=[CH:9][CH:10]=1)[CH:7]1[CH2:17][CH2:16][CH:14]2[CH2:15][N:5]([C:3](=[O:4])[C:2]([F:22])([F:1])[F:21])[CH2:6]1. (10) Given the reactants [NH2:1][C@@H:2]1[C:11]2[C:6](=[CH:7][CH:8]=[CH:9][CH:10]=2)[C@H:5]([OH:12])[CH2:4][CH2:3]1.[H-].[Na+].F[C:16]1[CH:17]=[CH:18][C:19]2[N:20]([C:22]([N:25]3[CH2:30][CH2:29][CH2:28][CH2:27][C@@H:26]3[CH3:31])=[N:23][N:24]=2)[CH:21]=1.N, predict the reaction product. The product is: [CH3:31][C@H:26]1[CH2:27][CH2:28][CH2:29][CH2:30][N:25]1[C:22]1[N:20]2[CH:21]=[C:16]([O:12][C@H:5]3[C:6]4[C:11](=[CH:10][CH:9]=[CH:8][CH:7]=4)[C@@H:2]([NH2:1])[CH2:3][CH2:4]3)[CH:17]=[CH:18][C:19]2=[N:24][N:23]=1.